Dataset: Forward reaction prediction with 1.9M reactions from USPTO patents (1976-2016). Task: Predict the product of the given reaction. (1) Given the reactants [Br:1][CH2:2][C:3]([C:5]1[CH:10]=[CH:9][C:8]([NH:11][C:12](=[O:15])[O:13][CH3:14])=[CH:7][C:6]=1OCCC=C)=[O:4].NC1C=CC(C(=O)C)=C([Br:31])C=1, predict the reaction product. The product is: [CH3:14][O:13][C:12](=[O:15])[NH:11][C:8]1[CH:9]=[CH:10][C:5]([C:3](=[O:4])[CH2:2][Br:1])=[C:6]([Br:31])[CH:7]=1. (2) Given the reactants [CH2:1]([C@@:5]1([CH2:30][CH3:31])[NH:11][C@H:10]([C:12]2[CH:17]=[CH:16][CH:15]=[CH:14][CH:13]=2)[C:9]2[CH:18]=[C:19]([O:26][CH3:27])[C:20]([CH2:22][CH2:23][CH2:24][OH:25])=[CH:21][C:8]=2[S:7](=[O:29])(=[O:28])[CH2:6]1)[CH2:2][CH2:3][CH3:4].C(N(CC)CC)C.[CH3:39][S:40](Cl)(=[O:42])=[O:41], predict the reaction product. The product is: [CH3:39][S:40]([O:25][CH2:24][CH2:23][CH2:22][C:20]1[C:19]([O:26][CH3:27])=[CH:18][C:9]2[C@@H:10]([C:12]3[CH:13]=[CH:14][CH:15]=[CH:16][CH:17]=3)[NH:11][C@@:5]([CH2:1][CH2:2][CH2:3][CH3:4])([CH2:30][CH3:31])[CH2:6][S:7](=[O:28])(=[O:29])[C:8]=2[CH:21]=1)(=[O:42])=[O:41]. (3) Given the reactants [Br:1][C:2]1[CH:3]=[CH:4][C:5]2[O:9][C:8]([C:10](=[O:12])[NH2:11])=[C:7]([NH:13][C:14](C3CN(C(OC(C)(C)C)=O)C3)=O)[C:6]=2[CH:27]=1.[C:28]([O:32][C:33]([N:35]1[CH2:40][CH2:39][CH:38]([N:41]2[C:45](=[O:46])[CH2:44][CH:43](C(O)=O)[CH2:42]2)[CH2:37][CH2:36]1)=[O:34])([CH3:31])([CH3:30])[CH3:29].C(N1CC(C(O)=O)C1)(OC(C)(C)C)=O, predict the reaction product. The product is: [Br:1][C:2]1[CH:3]=[CH:4][C:5]2[O:9][C:8]3[C:10](=[O:12])[NH:11][C:14]([CH:43]4[CH2:42][N:41]([CH:38]5[CH2:37][CH2:36][N:35]([C:33]([O:32][C:28]([CH3:30])([CH3:29])[CH3:31])=[O:34])[CH2:40][CH2:39]5)[C:45](=[O:46])[CH2:44]4)=[N:13][C:7]=3[C:6]=2[CH:27]=1.